Dataset: Full USPTO retrosynthesis dataset with 1.9M reactions from patents (1976-2016). Task: Predict the reactants needed to synthesize the given product. (1) Given the product [CH3:19][O:18][C:16]1[CH:15]=[CH:14][C:12]2[N:13]=[C:8]([NH:5][CH2:4][CH2:3][N:2]([CH3:6])[CH3:1])[N:9]=[N+:10]([O-:20])[C:11]=2[CH:17]=1, predict the reactants needed to synthesize it. The reactants are: [CH3:1][N:2]([CH3:6])[CH2:3][CH2:4][NH2:5].Cl[C:8]1[N:9]=[N+:10]([O-:20])[C:11]2[CH:17]=[C:16]([O:18][CH3:19])[CH:15]=[CH:14][C:12]=2[N:13]=1. (2) Given the product [NH2:1][C:4]1[C:5]([NH:22][C:23]2[CH:31]=[CH:30][C:26]([C:27]([NH2:29])=[O:28])=[CH:25][CH:24]=2)=[N:6][C:7]([NH:10][C:11]2[CH:12]=[N:13][N:14]([CH:16]3[CH2:21][CH2:20][O:19][CH2:18][CH2:17]3)[CH:15]=2)=[N:8][CH:9]=1, predict the reactants needed to synthesize it. The reactants are: [N+:1]([C:4]1[C:5]([NH:22][C:23]2[CH:31]=[CH:30][C:26]([C:27]([NH2:29])=[O:28])=[CH:25][CH:24]=2)=[N:6][C:7]([NH:10][C:11]2[CH:12]=[N:13][N:14]([CH:16]3[CH2:21][CH2:20][O:19][CH2:18][CH2:17]3)[CH:15]=2)=[N:8][CH:9]=1)([O-])=O. (3) Given the product [NH2:13][C@@H:8]([CH2:7][C:4]1[CH:5]=[CH:6][C:1]([C:21]2[CH:26]=[CH:25][CH:24]=[CH:23][CH:22]=2)=[CH:2][CH:3]=1)[C:9]([NH:11][CH3:12])=[O:10], predict the reactants needed to synthesize it. The reactants are: [C:1]1([C:21]2[CH:26]=[CH:25][CH:24]=[CH:23][CH:22]=2)[CH:6]=[CH:5][C:4]([CH2:7][C@H:8]([NH:13]C(=O)OC(C)(C)C)[C:9]([NH:11][CH3:12])=[O:10])=[CH:3][CH:2]=1.C(O)(C(F)(F)F)=O. (4) Given the product [CH3:30][C:29]([N:33]1[CH2:21][CH:3]([C:2]([NH:8][C:9]2[CH:10]=[C:11]([C:12]([NH:14][CH2:15][CH3:16])=[O:13])[CH:17]=[CH:18][C:19]=2[F:20])=[O:1])[C:4]([CH2:5][CH3:6])=[N:34]1)([CH3:32])[CH3:31], predict the reactants needed to synthesize it. The reactants are: [O:1]=[C:2]([NH:8][C:9]1[CH:10]=[C:11]([CH:17]=[CH:18][C:19]=1[F:20])[C:12]([NH:14][CH2:15][CH3:16])=[O:13])[CH2:3][C:4](=O)[CH2:5][CH3:6].[C:21]([O-])(=O)C.[Na+].C=O.Cl.[C:29]([NH:33][NH2:34])([CH3:32])([CH3:31])[CH3:30].C(=O)([O-])[O-].[Na+].[Na+]. (5) The reactants are: CO[C:3]([C:5]1[N:6]=[C:7]([C:10]2[CH:15]=[CH:14][C:13]([CH2:16][NH:17][C:18]([O:20]C(C)(C)C)=O)=[C:12]([I:25])[CH:11]=2)[O:8][CH:9]=1)=[O:4].FOC(=O)C(F)(F)C1C=CC=CC=1.[F:39][C:40]([F:49])([C:44]1[S:45][CH:46]=[CH:47][CH:48]=1)C(O)=O.N1CCCCC1.[F:56][C:57]1([F:63])[CH2:62][CH2:61][CH2:60][NH:59][CH2:58]1. Given the product [F:56][C:57]1([F:63])[CH2:62][CH2:61][CH2:60][N:59]([C:3]([C:5]2[N:6]=[C:7]([C:10]3[CH:15]=[CH:14][C:13]([CH2:16][NH:17][C:18](=[O:20])[C:40]([F:39])([F:49])[C:44]4[S:45][CH:46]=[CH:47][CH:48]=4)=[C:12]([I:25])[CH:11]=3)[O:8][CH:9]=2)=[O:4])[CH2:58]1, predict the reactants needed to synthesize it. (6) Given the product [C:1]([O:5][C:6](=[O:35])[NH:7][C@H:8]([CH2:25][C:26]1[CH:31]=[C:30]([F:32])[C:29]([F:33])=[CH:28][C:27]=1[F:34])[CH2:9][C:10](=[O:24])[N:11]1[CH2:16][CH2:15][N:14]2[C:17]([C:20]([F:22])([F:21])[F:23])=[N:18][C:19]([Br:36])=[C:13]2[CH2:12]1)([CH3:4])([CH3:2])[CH3:3], predict the reactants needed to synthesize it. The reactants are: [C:1]([O:5][C:6](=[O:35])[NH:7][C@H:8]([CH2:25][C:26]1[CH:31]=[C:30]([F:32])[C:29]([F:33])=[CH:28][C:27]=1[F:34])[CH2:9][C:10](=[O:24])[N:11]1[CH2:16][CH2:15][N:14]2[C:17]([C:20]([F:23])([F:22])[F:21])=[N:18][CH:19]=[C:13]2[CH2:12]1)([CH3:4])([CH3:3])[CH3:2].[Br:36]N1C(=O)CCC1=O.C(=O)([O-])[O-].[K+].[K+].C(OC(OC(C)(C)C)=O)(OC(C)(C)C)=O. (7) Given the product [Cl:1][C:2]1[CH:7]=[CH:6][CH:5]=[C:4]([F:8])[C:3]=1[NH:9][C:10]1[N:14]([CH3:15])[C:13]2[C:16]3[CH2:17][C:18]([CH3:27])([CH3:28])[O:19][C:20]=3[C:21]([C:23]([NH:29][C:30]3[CH:35]=[N:34][C:33]([C:36]([F:39])([F:37])[F:38])=[CH:32][CH:31]=3)=[O:25])=[CH:22][C:12]=2[N:11]=1, predict the reactants needed to synthesize it. The reactants are: [Cl:1][C:2]1[CH:7]=[CH:6][CH:5]=[C:4]([F:8])[C:3]=1[NH:9][C:10]1[N:14]([CH3:15])[C:13]2[C:16]3[CH2:17][C:18]([CH3:28])([CH3:27])[O:19][C:20]=3[C:21]([C:23]([O:25]C)=O)=[CH:22][C:12]=2[N:11]=1.[NH2:29][C:30]1[CH:31]=[CH:32][C:33]([C:36]([F:39])([F:38])[F:37])=[N:34][CH:35]=1.C[Al](C)C. (8) Given the product [F:10][C:8]1[CH:7]=[CH:6][C:5]([C:11]2[N:12]=[CH:13][CH:14]=[CH:15][N:16]=2)=[C:4]([CH:9]=1)[C:3]([OH:17])=[O:2], predict the reactants needed to synthesize it. The reactants are: C[O:2][C:3](=[O:17])[C:4]1[CH:9]=[C:8]([F:10])[CH:7]=[CH:6][C:5]=1[C:11]1[N:16]=[CH:15][CH:14]=[CH:13][N:12]=1.[OH-].[Na+]. (9) Given the product [CH:27]([NH:29][NH:30][C:19]([NH:14][CH:11]1[CH2:12][CH2:13][N:8]([CH2:7][C:1]2[CH:2]=[CH:3][CH:4]=[CH:5][CH:6]=2)[CH2:9][CH2:10]1)=[O:25])=[O:28], predict the reactants needed to synthesize it. The reactants are: [C:1]1([CH2:7][N:8]2[CH2:13][CH2:12][CH:11]([NH2:14])[CH2:10][CH2:9]2)[CH:6]=[CH:5][CH:4]=[CH:3][CH:2]=1.ClC(Cl)(O[C:19](=[O:25])OC(Cl)(Cl)Cl)Cl.[CH:27]([NH:29][NH2:30])=[O:28]. (10) Given the product [C:1]([O:5][C@@H:6]([C:12]1[C:36]([CH3:37])=[CH:35][C:15]2[N:16]=[C:17]([C:19]3[CH:24]=[CH:23][N:22]=[C:21]([N:25]4[CH2:33][C:32]5[CH:31]=[CH:30][N:29]=[CH:28][C:27]=5[C:26]4=[O:34])[CH:20]=3)[S:18][C:14]=2[C:13]=1[C:38]1[CH:39]=[CH:40][C:41]([Cl:44])=[CH:42][CH:43]=1)[C:7]([OH:9])=[O:8])([CH3:4])([CH3:2])[CH3:3], predict the reactants needed to synthesize it. The reactants are: [C:1]([O:5][C@@H:6]([C:12]1[C:36]([CH3:37])=[CH:35][C:15]2[N:16]=[C:17]([C:19]3[CH:24]=[CH:23][N:22]=[C:21]([N:25]4[CH2:33][C:32]5[CH:31]=[CH:30][N:29]=[CH:28][C:27]=5[C:26]4=[O:34])[CH:20]=3)[S:18][C:14]=2[C:13]=1[C:38]1[CH:43]=[CH:42][C:41]([Cl:44])=[CH:40][CH:39]=1)[C:7]([O:9]CC)=[O:8])([CH3:4])([CH3:3])[CH3:2].C(I)C.